The task is: Predict the reactants needed to synthesize the given product.. This data is from Retrosynthesis with 50K atom-mapped reactions and 10 reaction types from USPTO. (1) Given the product NC(=O)C1(C(=O)N(Cc2ccc(F)cc2)c2ccc(Oc3ccnc(N)c3)c(F)c2)CC1, predict the reactants needed to synthesize it. The reactants are: NC(=O)c1cc(Oc2ccc(N(Cc3ccc(F)cc3)C(=O)C3(C(N)=O)CC3)cc2F)ccn1. (2) Given the product COCCn1cc(B2OC(C)(C)C(C)(C)O2)cn1, predict the reactants needed to synthesize it. The reactants are: CC1(C)OB(c2cn[nH]c2)OC1(C)C.COCCBr.